From a dataset of Reaction yield outcomes from USPTO patents with 853,638 reactions. Predict the reaction yield, written as a fraction of the theoretical maximum amount of product (1.0 means a 100% yield; for example, 0.34 means a 34% yield). (1) The reactants are [NH2:1][C:2]1[O:6][N:5]=[C:4]([C:7]2[CH:12]=[CH:11][CH:10]=[C:9]([O:13][C:14]([F:17])([F:16])[F:15])[CH:8]=2)[C:3]=1[C:18]([OH:20])=O.Cl.C(N=C=NCCCN(C)C)C.[F:33][C:34]1[CH:39]=[CH:38][CH:37]=[CH:36][C:35]=1[N:40]1[CH2:45][CH2:44][NH:43][CH2:42][CH2:41]1. The catalyst is ClCCl. The product is [NH2:1][C:2]1[O:6][N:5]=[C:4]([C:7]2[CH:12]=[CH:11][CH:10]=[C:9]([O:13][C:14]([F:15])([F:16])[F:17])[CH:8]=2)[C:3]=1[C:18]([N:43]1[CH2:42][CH2:41][N:40]([C:35]2[CH:36]=[CH:37][CH:38]=[CH:39][C:34]=2[F:33])[CH2:45][CH2:44]1)=[O:20]. The yield is 0.650. (2) The catalyst is COCCOC.[Pd].C1(P(C2C=CC=CC=2)C2C=CC=CC=2)C=CC=CC=1.C1(P(C2C=CC=CC=2)C2C=CC=CC=2)C=CC=CC=1.C1(P(C2C=CC=CC=2)C2C=CC=CC=2)C=CC=CC=1.C1(P(C2C=CC=CC=2)C2C=CC=CC=2)C=CC=CC=1. The reactants are N#N.Br[C:4]1[S:5][CH:6]=[CH:7][CH:8]=1.CC1(C)C(C)(C)OB([C:17]2[CH:22]=[CH:21][CH:20]=[CH:19][C:18]=2[NH2:23])O1.C([O-])(O)=O.[Na+]. The product is [S:5]1[CH:6]=[CH:7][CH:8]=[C:4]1[C:17]1[CH:22]=[CH:21][CH:20]=[CH:19][C:18]=1[NH2:23]. The yield is 0.920. (3) The catalyst is CCO.[Ni]. The product is [CH2:1]([O:3][C:4]([C:6]1[O:10][N:9]=[C:8]([C:11]2[CH:12]=[CH:13][CH:14]=[CH:15][CH:16]=2)[C:7]=1[NH2:17])=[O:5])[CH3:2]. The reactants are [CH2:1]([O:3][C:4]([C:6]1[O:10][N:9]=[C:8]([C:11]2[CH:16]=[CH:15][CH:14]=[CH:13][CH:12]=2)[C:7]=1[N+:17]([O-])=O)=[O:5])[CH3:2]. The yield is 0.970. (4) The reactants are [H-].[Na+].[Br:3][C:4]1[CH:9]=[CH:8][C:7]([C:10]2[C:14]3[CH2:15][C:16]4[S:17][CH:18]=[CH:19][C:20]=4[C:13]=3[NH:12][N:11]=2)=[CH:6][CH:5]=1.[CH3:21][Si:22]([CH2:25][CH2:26][O:27][CH2:28]Cl)([CH3:24])[CH3:23]. The catalyst is C1COCC1. The product is [Br:3][C:4]1[CH:9]=[CH:8][C:7]([C:10]2[C:14]3[CH2:15][C:16]4[S:17][CH:18]=[CH:19][C:20]=4[C:13]=3[N:12]([CH2:28][O:27][CH2:26][CH2:25][Si:22]([CH3:24])([CH3:23])[CH3:21])[N:11]=2)=[CH:6][CH:5]=1. The yield is 0.690. (5) The reactants are [Br:1][C:2]1[CH:3]=[C:4]([C:7]([O:9]C)=[O:8])[NH:5][CH:6]=1.[CH3:11][C:12]([CH3:15])([O-])[CH3:13].[K+].BrCC1CC1. The catalyst is CN(C=O)C.C1COCC1. The product is [Br:1][C:2]1[CH:3]=[C:4]([C:7]([OH:9])=[O:8])[N:5]([CH2:11][CH:12]2[CH2:15][CH2:13]2)[CH:6]=1. The yield is 1.00. (6) The reactants are [F:1][C:2]([F:18])([F:17])[CH2:3][NH:4][CH:5]1[CH2:11][CH2:10][C:9]2[CH:12]=[C:13]([NH2:16])[CH:14]=[CH:15][C:8]=2[CH2:7][CH2:6]1.Cl[C:20]1[N:25]=[C:24]([NH:26][C:27]2[CH:32]=[CH:31][CH:30]=[CH:29][C:28]=2[C:33]2[C:38]([CH3:39])=[CH:37][CH:36]=[CH:35][N:34]=2)[C:23]([Cl:40])=[CH:22][N:21]=1. No catalyst specified. The product is [Cl:40][C:23]1[C:24]([NH:26][C:27]2[CH:32]=[CH:31][CH:30]=[CH:29][C:28]=2[C:33]2[C:38]([CH3:39])=[CH:37][CH:36]=[CH:35][N:34]=2)=[N:25][C:20]([NH:16][C:13]2[CH:14]=[CH:15][C:8]3[CH2:7][CH2:6][CH:5]([NH:4][CH2:3][C:2]([F:17])([F:18])[F:1])[CH2:11][CH2:10][C:9]=3[CH:12]=2)=[N:21][CH:22]=1. The yield is 0.580. (7) The reactants are [N:8]1(C([N:8]2[CH:12]=[CH:11][N:10]=[CH:9]2)=N)[CH:12]=[CH:11][N:10]=[CH:9]1.N[C:14]1[CH:19]=[CH:18]C=C[C:15]=1[OH:20]. The catalyst is C1COCC1. The product is [O:20]1[C:15]2[CH:14]=[CH:19][CH:18]=[CH:12][C:11]=2[N:10]=[C:9]1[NH2:8]. The yield is 0.870.